The task is: Predict the reaction yield, written as a fraction of the theoretical maximum amount of product (1.0 means a 100% yield; for example, 0.34 means a 34% yield).. This data is from Reaction yield outcomes from USPTO patents with 853,638 reactions. (1) The reactants are [Cl:1][C:2]1[C:7]([O:8][C:9]2[C:18]3[C:13](=[CH:14][CH:15]=[CH:16][CH:17]=3)[CH:12]=[CH:11][CH:10]=2)=[C:6]([F:19])[C:5]([CH3:20])=[CH:4][CH:3]=1.[Br:21]N1C(=O)CCC1=O. The catalyst is C(Cl)(Cl)(Cl)Cl. The product is [Br:21][CH2:20][C:5]1[C:6]([F:19])=[C:7]([O:8][C:9]2[C:18]3[C:13](=[CH:14][CH:15]=[CH:16][CH:17]=3)[CH:12]=[CH:11][CH:10]=2)[C:2]([Cl:1])=[CH:3][CH:4]=1. The yield is 0.455. (2) The reactants are [Br:1][C:2]1[CH:7]=[CH:6][C:5]([OH:8])=[C:4]([CH3:9])[CH:3]=1.C([O-])([O-])=O.[Cs+].[Cs+].[CH2:16](Br)[CH:17]=[CH2:18]. The catalyst is C1COCC1.[NH4+].[Cl-]. The product is [CH2:18]([O:8][C:5]1[CH:6]=[CH:7][C:2]([Br:1])=[CH:3][C:4]=1[CH3:9])[CH:17]=[CH2:16]. The yield is 0.450. (3) The reactants are [O:1]=[C:2]1[C:10](=O)[C:9]2[C:4](=[CH:5][CH:6]=[CH:7][CH:8]=2)[N:3]1[CH2:12][C:13]1[O:17][C:16]([C:18]([O:20][CH2:21][CH3:22])=[O:19])=[CH:15][CH:14]=1.[F:23][C:24]([F:33])([F:32])[C:25]1[CH:26]=[C:27]([CH:29]=[CH:30][CH:31]=1)[NH2:28]. The catalyst is C(Cl)(Cl)Cl. The product is [O:1]=[C:2]1[N:3]([CH2:12][C:13]2[O:17][C:16]([C:18]([O:20][CH2:21][CH3:22])=[O:19])=[CH:15][CH:14]=2)[C:4]2[C:9](/[C:10]/1=[N:28]/[C:27]1[CH:29]=[CH:30][CH:31]=[C:25]([C:24]([F:23])([F:32])[F:33])[CH:26]=1)=[CH:8][CH:7]=[CH:6][CH:5]=2. The yield is 0.230. (4) The reactants are [CH:1]1([CH2:5][C:6]([C:17]2[CH:22]=[CH:21][C:20]([S:23][CH3:24])=[CH:19][CH:18]=2)([C:8]2[NH:16][C:11]3=[N:12][CH:13]=[CH:14][CH:15]=[C:10]3[CH:9]=2)[OH:7])[CH2:4][CH2:3][CH2:2]1.I([O-])(=O)(=O)=[O:26].[Na+]. The catalyst is CO.O. The product is [CH:1]1([CH2:5][C:6]([C:17]2[CH:18]=[CH:19][C:20]([S:23]([CH3:24])=[O:26])=[CH:21][CH:22]=2)([C:8]2[NH:16][C:11]3=[N:12][CH:13]=[CH:14][CH:15]=[C:10]3[CH:9]=2)[OH:7])[CH2:4][CH2:3][CH2:2]1. The yield is 1.00.